From a dataset of Catalyst prediction with 721,799 reactions and 888 catalyst types from USPTO. Predict which catalyst facilitates the given reaction. (1) Reactant: [N:1]12[CH2:8][CH2:7][C:4]([C:9]([C:17]3[CH:22]=[CH:21][CH:20]=[CH:19][CH:18]=3)([C:11]3[CH:16]=[CH:15][CH:14]=[CH:13][CH:12]=3)[OH:10])([CH2:5][CH2:6]1)[CH2:3][CH2:2]2.[Br:23][CH2:24][CH2:25][O:26][CH2:27][C:28]1[CH:33]=[CH:32][CH:31]=[CH:30][CH:29]=1. Product: [Br-:23].[OH:10][C:9]([C:17]1[CH:22]=[CH:21][CH:20]=[CH:19][CH:18]=1)([C:11]1[CH:12]=[CH:13][CH:14]=[CH:15][CH:16]=1)[C:4]12[CH2:5][CH2:6][N+:1]([CH2:24][CH2:25][O:26][CH2:27][C:28]3[CH:33]=[CH:32][CH:31]=[CH:30][CH:29]=3)([CH2:2][CH2:3]1)[CH2:8][CH2:7]2. The catalyst class is: 259. (2) Reactant: C(N(CC)CC)C.[CH2:8]([N:10]=[C:11]=S)[CH3:9].[CH3:13][C:14]1[C:15]([NH:29][CH2:30][CH:31]([CH3:33])[CH3:32])=[C:16]([NH2:28])[C:17]([O:21][C:22]2[CH:27]=[CH:26][CH:25]=[CH:24][CH:23]=2)=[N:18][C:19]=1[CH3:20]. Product: [CH2:8]([NH:10][C:11]1[N:29]([CH2:30][CH:31]([CH3:33])[CH3:32])[C:15]2[C:14]([CH3:13])=[C:19]([CH3:20])[N:18]=[C:17]([O:21][C:22]3[CH:23]=[CH:24][CH:25]=[CH:26][CH:27]=3)[C:16]=2[N:28]=1)[CH3:9]. The catalyst class is: 300.